From a dataset of Catalyst prediction with 721,799 reactions and 888 catalyst types from USPTO. Predict which catalyst facilitates the given reaction. (1) Reactant: [CH2:1]([NH:4][C:5]1[C:6]([NH2:15])=[CH:7][C:8]([C:11]([F:14])([F:13])[F:12])=[CH:9][CH:10]=1)[CH2:2][CH3:3].[CH3:16][N:17]([CH3:20])C=O. Product: [CH2:1]([N:4]1[C:5]2[CH:10]=[CH:9][C:8]([C:11]([F:13])([F:14])[F:12])=[CH:7][C:6]=2[N:15]=[C:11]1[C:8]1[CH:9]=[CH:20][N:17]=[CH:16][CH:7]=1)[CH2:2][CH3:3]. The catalyst class is: 6. (2) Product: [CH2:10]([O:20][C:21]1[CH:22]=[C:23]([CH:26]=[C:27]([O:29][CH2:30][CH2:31][CH2:32][CH2:33][CH2:34][CH2:35][CH2:36][CH2:37][CH2:38][CH3:39])[CH:28]=1)[CH2:24][Cl:8])[CH2:11][CH2:12][CH2:13][CH2:14][CH2:15][CH2:16][CH2:17][CH2:18][CH3:19]. The catalyst class is: 4. Reactant: CN(C=O)C.S(Cl)([Cl:8])=O.[CH2:10]([O:20][C:21]1[CH:22]=[C:23]([CH:26]=[C:27]([O:29][CH2:30][CH2:31][CH2:32][CH2:33][CH2:34][CH2:35][CH2:36][CH2:37][CH2:38][CH3:39])[CH:28]=1)[CH2:24]O)[CH2:11][CH2:12][CH2:13][CH2:14][CH2:15][CH2:16][CH2:17][CH2:18][CH3:19].N1C=CC=CC=1. (3) Reactant: [N:1]1([CH2:8][CH2:9][O:10][C:11]2[CH:37]=[CH:36][C:14]([O:15][C:16]3[C:25]4[C:20](=[CH:21][C:22]([O:26][CH3:27])=[CH:23][CH:24]=4)[CH:19]=[CH:18][C:17]=3OS(C(F)(F)F)(=O)=O)=[CH:13][CH:12]=2)[CH2:7][CH2:6][CH2:5][CH2:4][CH2:3][CH2:2]1.[F-].[Cs+].[F:40][C:41]1(B(O)O)[CH:46]=[CH:45][CH:44]=[C:43]([F:47])[CH2:42]1.C1(P(C2CCCCC2)C2CCCCC2)CCCCC1. Product: [F:40][C:41]1[CH:46]=[C:45]([C:17]2[CH:18]=[CH:19][C:20]3[C:25](=[CH:24][CH:23]=[C:22]([O:26][CH3:27])[CH:21]=3)[C:16]=2[O:15][C:14]2[CH:13]=[CH:12][C:11]([O:10][CH2:9][CH2:8][N:1]3[CH2:7][CH2:6][CH2:5][CH2:4][CH2:3][CH2:2]3)=[CH:37][CH:36]=2)[CH:44]=[C:43]([F:47])[CH:42]=1. The catalyst class is: 524. (4) Reactant: [F:1][C:2]1[CH:3]=[C:4]([CH:32]=[C:33]([F:35])[CH:34]=1)[CH2:5][NH:6][C:7]1[CH:12]=[C:11]([NH:13][C:14]2[CH:19]=[CH:18][C:17]([CH2:20][CH2:21][CH2:22]OS(C)(=O)=O)=[CH:16][CH:15]=2)[N:10]=[CH:9][C:8]=1[CH2:28][C:29]([NH2:31])=[O:30].[N-:36]=[N+:37]=[N-:38].[Na+].CCCCCC. Product: [N:36]([CH2:22][CH2:21][CH2:20][C:17]1[CH:16]=[CH:15][C:14]([NH:13][C:11]2[N:10]=[CH:9][C:8]([CH2:28][C:29]([NH2:31])=[O:30])=[C:7]([NH:6][CH2:5][C:4]3[CH:32]=[C:33]([F:35])[CH:34]=[C:2]([F:1])[CH:3]=3)[CH:12]=2)=[CH:19][CH:18]=1)=[N+:37]=[N-:38]. The catalyst class is: 9. (5) Reactant: C([O:9][C@@H:10]1[C@H:14]([O:15]C(=O)C2C=CC=CC=2)[C@@H:13]([CH2:24][O:25]C(=O)C2C=CC=CC=2)[O:12][CH:11]1[C:34]([OH:36])=O)(=O)C1C=CC=CC=1.C1(P(C2C=CC=CC=2)C2C=CC=CC=2)C=CC=CC=1.C1C=C(SSC2N=CC=CC=2)N=CC=1.[CH3:70][O:71][C:72]1[CH:73]=[C:74]([CH:77]=[CH:78][CH:79]=1)[NH:75][CH3:76]. Product: [OH:9][C@@H:10]1[C@H:14]([OH:15])[C@@H:13]([CH2:24][OH:25])[O:12][CH:11]1[C:34]([N:75]([C:74]1[CH:77]=[CH:78][CH:79]=[C:72]([O:71][CH3:70])[CH:73]=1)[CH3:76])=[O:36]. The catalyst class is: 1.